From a dataset of Forward reaction prediction with 1.9M reactions from USPTO patents (1976-2016). Predict the product of the given reaction. (1) Given the reactants [Br:1][C:2]1[CH:7]=[N:6][C:5]2[N:8]([CH2:11][C:12]3[CH:17]=[CH:16][C:15]([O:18][CH3:19])=[CH:14][CH:13]=3)[N:9]=[CH:10][C:4]=2[C:3]=1O.[H-].[Na+].FC(F)(F)S(N(C1C=CC=CC=1)S(C(F)(F)F)(=O)=O)(=O)=O.[N:44]1([C:50]([O:52][C:53]([CH3:56])([CH3:55])[CH3:54])=[O:51])[CH2:49][CH2:48][NH:47][CH2:46][CH2:45]1.[NH4+].[Cl-], predict the reaction product. The product is: [Br:1][C:2]1[C:3]([N:47]2[CH2:46][CH2:45][N:44]([C:50]([O:52][C:53]([CH3:56])([CH3:55])[CH3:54])=[O:51])[CH2:49][CH2:48]2)=[C:4]2[CH:10]=[N:9][N:8]([CH2:11][C:12]3[CH:17]=[CH:16][C:15]([O:18][CH3:19])=[CH:14][CH:13]=3)[C:5]2=[N:6][CH:7]=1. (2) Given the reactants ClC1N=C(NC2C=CC=C(C3NN=NN=3)C=2)C(F)=CN=1.[Cl:21][C:22]1[N:27]=[C:26](Cl)[C:25]([F:29])=[CH:24][N:23]=1.[Cl:30][C:31]1[CH:37]=[CH:36][C:34]([NH2:35])=[CH:33][C:32]=1[C:38]([F:41])([F:40])[F:39], predict the reaction product. The product is: [Cl:21][C:22]1[N:27]=[C:26]([NH:35][C:34]2[CH:36]=[CH:37][C:31]([Cl:30])=[C:32]([C:38]([F:41])([F:39])[F:40])[CH:33]=2)[C:25]([F:29])=[CH:24][N:23]=1. (3) Given the reactants [C:1]([C:4]1[C:5]([Cl:28])=[C:6]([NH:12][C:13]2[N:18]=[C:17]([NH:19][CH:20]3[CH2:22][CH2:21]3)[C:16]3=[N:23][CH:24]=[C:25]([C:26]#[N:27])[N:15]3[N:14]=2)[CH:7]=[C:8]([C:10]#[N:11])[CH:9]=1)(=[O:3])[CH3:2].[CH3:29][Mg+].[Br-], predict the reaction product. The product is: [Cl:28][C:5]1[C:4]([C:1]([OH:3])([CH3:29])[CH3:2])=[CH:9][C:8]([C:10]#[N:11])=[CH:7][C:6]=1[NH:12][C:13]1[N:18]=[C:17]([NH:19][CH:20]2[CH2:21][CH2:22]2)[C:16]2=[N:23][CH:24]=[C:25]([C:26]#[N:27])[N:15]2[N:14]=1. (4) The product is: [CH2:22]([O:24][CH:25]([O:28][CH2:29][CH3:30])[C:26]#[C:27][C:2]1[C:3](=[O:21])[N:4]([CH3:20])[C:5](=[O:19])[N:6]([C:9]2[CH:14]=[CH:13][CH:12]=[C:11]([C:15]([F:18])([F:17])[F:16])[CH:10]=2)[C:7]=1[CH3:8])[CH3:23]. Given the reactants I[C:2]1[C:3](=[O:21])[N:4]([CH3:20])[C:5](=[O:19])[N:6]([C:9]2[CH:14]=[CH:13][CH:12]=[C:11]([C:15]([F:18])([F:17])[F:16])[CH:10]=2)[C:7]=1[CH3:8].[CH2:22]([O:24][CH:25]([O:28][CH2:29][CH3:30])[C:26]#[CH:27])[CH3:23].C(N(CC)CC)C.O, predict the reaction product. (5) Given the reactants C([O:8][C:9]1[CH:15]=[C:14]([Br:16])[CH:13]=[C:12]([F:17])[C:10]=1[NH2:11])C1C=CC=CC=1.FC1C=CC=C(F)C=1[N+]([O-])=O, predict the reaction product. The product is: [NH2:11][C:10]1[C:12]([F:17])=[CH:13][C:14]([Br:16])=[CH:15][C:9]=1[OH:8]. (6) Given the reactants [N:1]1([C:8]2[O:9][C:10]3[CH:16]=[CH:15][C:14]([C:17]([F:20])([F:19])[F:18])=[CH:13][C:11]=3[N:12]=2)[CH2:7][CH2:6][CH2:5][NH:4][CH2:3][CH2:2]1.[OH:21][CH:22]1[CH2:27][CH2:26][CH:25]([C:28](O)=[O:29])[CH2:24][CH2:23]1.C1(N=C=NC2CCCCC2)CCCCC1, predict the reaction product. The product is: [OH:21][CH:22]1[CH2:27][CH2:26][CH:25]([C:28]([N:4]2[CH2:5][CH2:6][CH2:7][N:1]([C:8]3[O:9][C:10]4[CH:16]=[CH:15][C:14]([C:17]([F:20])([F:18])[F:19])=[CH:13][C:11]=4[N:12]=3)[CH2:2][CH2:3]2)=[O:29])[CH2:24][CH2:23]1. (7) Given the reactants [C:1]([C:5]1[CH:6]=[C:7]([N:19]2[C:23]([CH2:24][CH:25]3[CH2:30][CH2:29][CH2:28][CH2:27][CH2:26]3)=[N:22][C:21]([C:31]([NH:33][C@H:34]3[CH2:37][C@H:36]([C:38]([O:40]C)=[O:39])[CH2:35]3)=[O:32])=[N:20]2)[CH:8]=[CH:9][C:10]=1[S:11](=[O:18])(=[O:17])[NH:12][C:13]([CH3:16])([CH3:15])[CH3:14])([CH3:4])([CH3:3])[CH3:2].O[Li].O, predict the reaction product. The product is: [C:1]([C:5]1[CH:6]=[C:7]([N:19]2[C:23]([CH2:24][CH:25]3[CH2:26][CH2:27][CH2:28][CH2:29][CH2:30]3)=[N:22][C:21]([C:31]([NH:33][C@H:34]3[CH2:37][C@H:36]([C:38]([OH:40])=[O:39])[CH2:35]3)=[O:32])=[N:20]2)[CH:8]=[CH:9][C:10]=1[S:11](=[O:18])(=[O:17])[NH:12][C:13]([CH3:16])([CH3:14])[CH3:15])([CH3:2])([CH3:3])[CH3:4]. (8) Given the reactants [Cl:1][C:2]1[CH:11]=[C:10]([CH:12]([O:14][C:15]2[CH:20]=[CH:19][CH:18]=[CH:17][CH:16]=2)[CH3:13])[CH:9]=[CH:8][C:3]=1[C:4]([O:6]C)=[O:5].O.[OH-].[Li+].O.CO, predict the reaction product. The product is: [Cl:1][C:2]1[CH:11]=[C:10]([CH:12]([O:14][C:15]2[CH:20]=[CH:19][CH:18]=[CH:17][CH:16]=2)[CH3:13])[CH:9]=[CH:8][C:3]=1[C:4]([OH:6])=[O:5]. (9) Given the reactants [CH3:1][O:2][C:3](=[O:22])[C:4]([S:13]([C:16]1[CH:21]=[CH:20][CH:19]=[CH:18][CH:17]=1)(=[O:15])=[O:14])([F:12])[CH:5]1[CH2:10][CH2:9][CH2:8][C:7](=O)[CH2:6]1.Cl.[Cl:24][C:25]1[CH:30]=[CH:29][C:28]([NH:31]N)=[CH:27][CH:26]=1.C([O-])(O)=O.[Na+], predict the reaction product. The product is: [CH3:1][O:2][C:3](=[O:22])[C:4]([S:13]([C:16]1[CH:21]=[CH:20][CH:19]=[CH:18][CH:17]=1)(=[O:15])=[O:14])([CH:5]1[CH2:10][CH2:9][C:8]2[C:29]3[C:28](=[CH:27][CH:26]=[C:25]([Cl:24])[CH:30]=3)[NH:31][C:7]=2[CH2:6]1)[F:12].